From a dataset of Catalyst prediction with 721,799 reactions and 888 catalyst types from USPTO. Predict which catalyst facilitates the given reaction. (1) The catalyst class is: 4. Product: [O:13]([CH2:9][C@H:10]([OH:12])[CH3:11])[Si:5]([C:1]([CH3:4])([CH3:3])[CH3:2])([CH3:8])[CH3:7]. Reactant: [C:1]([Si:5]([CH3:8])([CH3:7])Cl)([CH3:4])([CH3:3])[CH3:2].[CH2:9]([OH:13])[C@H:10]([OH:12])[CH3:11].N1C=CN=C1. (2) Reactant: CO.[Li+].[BH4-].[Br:5][CH2:6][CH2:7][CH2:8][CH2:9][C:10]([CH3:23])([C:16]1[CH:21]=[CH:20][C:19]([CH3:22])=[CH:18][CH:17]=1)[C:11](OCC)=[O:12].[NH4+].[Cl-]. Product: [Br:5][CH2:6][CH2:7][CH2:8][CH2:9][C:10]([CH3:23])([C:16]1[CH:21]=[CH:20][C:19]([CH3:22])=[CH:18][CH:17]=1)[CH2:11][OH:12]. The catalyst class is: 2. (3) Reactant: [OH:1][C:2]1[CH:3]=[C:4]2[C:8](=[CH:9][CH:10]=1)[NH:7][CH:6]=[CH:5]2.[Si:11](Cl)([C:14]([CH3:17])([CH3:16])[CH3:15])([CH3:13])[CH3:12].N1C=CN=C1. Product: [C:14]([Si:11]([CH3:13])([CH3:12])[O:1][C:2]1[CH:3]=[C:4]2[C:8](=[CH:9][CH:10]=1)[NH:7][CH:6]=[CH:5]2)([CH3:17])([CH3:16])[CH3:15]. The catalyst class is: 215.